This data is from Catalyst prediction with 721,799 reactions and 888 catalyst types from USPTO. The task is: Predict which catalyst facilitates the given reaction. Product: [OH:2][C@H:3]1[CH2:7][N:6]([C:24]([O:23][C:20]([CH3:22])([CH3:21])[CH3:19])=[O:25])[C@H:5]([C:8]([O:10][CH3:11])=[O:9])[CH2:4]1. The catalyst class is: 64. Reactant: Cl.[OH:2][C@H:3]1[CH2:7][NH:6][C@H:5]([C:8]([O:10][CH3:11])=[O:9])[CH2:4]1.CCN(CC)CC.[CH3:19][C:20]([O:23][C:24](O[C:24]([O:23][C:20]([CH3:22])([CH3:21])[CH3:19])=[O:25])=[O:25])([CH3:22])[CH3:21].